Dataset: Reaction yield outcomes from USPTO patents with 853,638 reactions. Task: Predict the reaction yield, written as a fraction of the theoretical maximum amount of product (1.0 means a 100% yield; for example, 0.34 means a 34% yield). (1) The reactants are [Cl:1][C:2]1[NH:3][CH:4]=[C:5]([N+:7]([O-:9])=[O:8])[N:6]=1.[CH3:10][C:11]1([CH2:14][N:15]2[CH2:21][CH2:20][CH2:19][N:18]([C:22]([O:24][C:25]([CH3:28])([CH3:27])[CH3:26])=[O:23])[CH2:17][CH2:16]2)[CH2:13][O:12]1.C([O-])(=O)C.[Na+]. The catalyst is C(O)CC. The product is [Cl:1][C:2]1[N:3]([CH2:13][C:11]([OH:12])([CH3:10])[CH2:14][N:15]2[CH2:21][CH2:20][CH2:19][N:18]([C:22]([O:24][C:25]([CH3:28])([CH3:27])[CH3:26])=[O:23])[CH2:17][CH2:16]2)[CH:4]=[C:5]([N+:7]([O-:9])=[O:8])[N:6]=1. The yield is 0.270. (2) The product is [Cl:1][C:2]1[CH:7]=[CH:6][C:5]([O:8][CH3:9])=[CH:4][C:3]=1[C:10]1[CH:20]=[C:19]([CH3:21])[C:13]2[N:14]=[C:15]([NH:18][C:23]3[CH:28]=[CH:27][C:26]([S:29]([NH:32][CH2:33][CH2:34][N:35]4[CH2:36][CH2:37][CH2:38][CH2:39]4)(=[O:31])=[O:30])=[CH:25][CH:24]=3)[N:16]=[N:17][C:12]=2[CH:11]=1. The yield is 0.950. The catalyst is C1C=CC(/C=C/C(/C=C/C2C=CC=CC=2)=O)=CC=1.C1C=CC(/C=C/C(/C=C/C2C=CC=CC=2)=O)=CC=1.C1C=CC(/C=C/C(/C=C/C2C=CC=CC=2)=O)=CC=1.[Pd].[Pd].C(Cl)Cl. The reactants are [Cl:1][C:2]1[CH:7]=[CH:6][C:5]([O:8][CH3:9])=[CH:4][C:3]=1[C:10]1[CH:20]=[C:19]([CH3:21])[C:13]2[N:14]=[C:15]([NH2:18])[N:16]=[N:17][C:12]=2[CH:11]=1.Br[C:23]1[CH:28]=[CH:27][C:26]([S:29]([NH:32][CH2:33][CH2:34][N:35]2[CH2:39][CH2:38][CH2:37][CH2:36]2)(=[O:31])=[O:30])=[CH:25][CH:24]=1.C(=O)([O-])[O-].[Cs+].[Cs+].C1(P(C2C=CC=CC=2)C2C3OC4C(=CC=CC=4P(C4C=CC=CC=4)C4C=CC=CC=4)C(C)(C)C=3C=CC=2)C=CC=CC=1.